Dataset: Forward reaction prediction with 1.9M reactions from USPTO patents (1976-2016). Task: Predict the product of the given reaction. (1) Given the reactants C1(P(C2C=CC=CC=2)C2C=CC=CC=2)C=CC=CC=1.[CH3:20][CH:21]([CH3:41])[CH2:22][CH:23]([C:25]1[CH:30]=[CH:29][C:28]([C:31]2[CH:36]=[CH:35][C:34]([C:37]([F:40])([F:39])[F:38])=[CH:33][CH:32]=2)=[CH:27][CH:26]=1)[OH:24].O[C:43]1[CH:52]=[CH:51][C:46]([C:47]([O:49][CH3:50])=[O:48])=[CH:45][N:44]=1.N(C(OC(C)C)=O)=NC(OC(C)C)=O, predict the reaction product. The product is: [CH3:20][CH:21]([CH3:41])[CH2:22][CH:23]([C:25]1[CH:30]=[CH:29][C:28]([C:31]2[CH:36]=[CH:35][C:34]([C:37]([F:38])([F:39])[F:40])=[CH:33][CH:32]=2)=[CH:27][CH:26]=1)[O:24][C:43]1[CH:52]=[CH:51][C:46]([C:47]([O:49][CH3:50])=[O:48])=[CH:45][N:44]=1. (2) Given the reactants [ClH:1].[CH2:2]([NH2:9])[C:3]1[CH:8]=[CH:7][CH:6]=[CH:5][CH:4]=1.[CH3:10][C:11]([CH3:13])=[O:12].[CH2:14]=O, predict the reaction product. The product is: [ClH:1].[CH2:2]([NH:9][CH2:14][CH2:10][C:11](=[O:12])[CH3:13])[C:3]1[CH:8]=[CH:7][CH:6]=[CH:5][CH:4]=1. (3) Given the reactants [CH3:1][C:2]([CH3:46])([CH3:45])[CH2:3][O:4][C:5](=[O:44])[N:6]=[C:7]([NH2:43])[C:8]1[CH:13]=[CH:12][C:11]([NH:14][CH:15]([C:29]2[N:33]=[C:32]([O:34][CH2:35]Cl)[N:31]([C:37]3[N:42]=[CH:41][CH:40]=[CH:39][N:38]=3)[N:30]=2)[C:16]2[CH:21]=[C:20]([O:22][CH3:23])[CH:19]=[C:18]([O:24][CH2:25][CH2:26][OH:27])[C:17]=2[F:28])=[CH:10][CH:9]=1.C(=O)([O-])O.[K+].[I-].[Na+].[CH2:54]([O:56][C:57](=[O:64])[C:58]([CH3:63])([CH3:62])[C:59]([OH:61])=[O:60])[CH3:55], predict the reaction product. The product is: [CH2:54]([O:56][C:57](=[O:64])[C:58]([CH3:63])([CH3:62])[C:59]([O:61][CH2:35][O:34][C:32]1[N:31]([C:37]2[N:42]=[CH:41][CH:40]=[CH:39][N:38]=2)[N:30]=[C:29]([C@H:15]([NH:14][C:11]2[CH:12]=[CH:13][C:8]([C:7]([NH2:43])=[N:6][C:5]([O:4][CH2:3][C:2]([CH3:46])([CH3:45])[CH3:1])=[O:44])=[CH:9][CH:10]=2)[C:16]2[CH:21]=[C:20]([O:22][CH3:23])[CH:19]=[C:18]([O:24][CH2:25][CH2:26][OH:27])[C:17]=2[F:28])[N:33]=1)=[O:60])[CH3:55]. (4) Given the reactants [CH3:1][C:2]1[CH:7]=[C:6]([CH3:8])[N:5]=[CH:4][N:3]=1.[Mn]([O-])(=O)(=O)=[O:10].[K+:14].[OH2:15], predict the reaction product. The product is: [CH3:8][C:6]1[N:5]=[CH:4][N:3]=[C:2]([C:1]([O-:10])=[O:15])[CH:7]=1.[K+:14]. (5) Given the reactants [O:1]1[C@H:3]([CH2:4][O:5][C:6]2[CH:11]=[CH:10][C:9]([O:12][CH2:13][C:14]3[CH:19]=[CH:18][CH:17]=[CH:16][CH:15]=3)=[C:8]([CH:20]=[O:21])[CH:7]=2)[CH2:2]1.[BH4-].[Na+], predict the reaction product. The product is: [O:1]1[C@H:3]([CH2:4][O:5][C:6]2[CH:11]=[CH:10][C:9]([O:12][CH2:13][C:14]3[CH:15]=[CH:16][CH:17]=[CH:18][CH:19]=3)=[C:8]([CH2:20][OH:21])[CH:7]=2)[CH2:2]1. (6) Given the reactants [CH3:1][C@H:2]1[CH2:7][C@@H:6]([C:8]([O:10][CH3:11])=[O:9])[CH2:5][CH2:4][NH:3]1.[C:12](O[C:12]([O:14][C:15]([CH3:18])([CH3:17])[CH3:16])=[O:13])([O:14][C:15]([CH3:18])([CH3:17])[CH3:16])=[O:13], predict the reaction product. The product is: [CH3:1][C@H:2]1[CH2:7][C@@H:6]([C:8]([O:10][CH3:11])=[O:9])[CH2:5][CH2:4][N:3]1[C:12]([O:14][C:15]([CH3:18])([CH3:17])[CH3:16])=[O:13].